From a dataset of CYP1A2 inhibition data for predicting drug metabolism from PubChem BioAssay. Regression/Classification. Given a drug SMILES string, predict its absorption, distribution, metabolism, or excretion properties. Task type varies by dataset: regression for continuous measurements (e.g., permeability, clearance, half-life) or binary classification for categorical outcomes (e.g., BBB penetration, CYP inhibition). Dataset: cyp1a2_veith. The drug is Cc1ccc(OCCCN(C)C)c(Br)c1. The result is 1 (inhibitor).